From a dataset of Forward reaction prediction with 1.9M reactions from USPTO patents (1976-2016). Predict the product of the given reaction. (1) Given the reactants CN(C(ON1N=NC2C=CC=NC1=2)=[N+](C)C)C.F[P-](F)(F)(F)(F)F.[Cl:25][C:26]1[CH:31]=[CH:30][C:29]([O:32][CH3:33])=[CH:28][C:27]=1[N:34]1[CH2:39][CH2:38][NH:37][CH2:36][CH2:35]1.[Cl:40][C:41]1[C:42]([C:51]([F:54])([F:53])[F:52])=[N:43][N:44]([CH2:47][C:48](O)=[O:49])[C:45]=1[CH3:46], predict the reaction product. The product is: [Cl:40][C:41]1[C:42]([C:51]([F:53])([F:52])[F:54])=[N:43][N:44]([CH2:47][C:48]([N:37]2[CH2:38][CH2:39][N:34]([C:27]3[CH:28]=[C:29]([O:32][CH3:33])[CH:30]=[CH:31][C:26]=3[Cl:25])[CH2:35][CH2:36]2)=[O:49])[C:45]=1[CH3:46]. (2) Given the reactants [C:1]([O:5][CH:6]([C:11]1[N:12]([CH3:32])[C:13](=[O:31])[C:14]2[C:19]([C:20]=1[C:21]1[CH:26]=[CH:25][C:24]([CH3:27])=[CH:23][C:22]=1[CH3:28])=[CH:18][CH:17]=[C:16]([C:29]#[CH:30])[CH:15]=2)[C:7]([O:9]C)=[O:8])([CH3:4])([CH3:3])[CH3:2].C([O:36][CH2:37][CH2:38][N:39]=[N+:40]=[N-:41])(=O)C.O=C1O[C@H]([C@H](CO)O)C(O)=C1O.[OH-].[Li+], predict the reaction product. The product is: [CH3:4][C:1]([O:5][CH:6]([C:11]1[N:12]([CH3:32])[C:13](=[O:31])[C:14]2[C:19]([C:20]=1[C:21]1[CH:26]=[CH:25][C:24]([CH3:27])=[CH:23][C:22]=1[CH3:28])=[CH:18][CH:17]=[C:16]([C:29]1[N:41]=[N:40][N:39]([CH2:38][CH2:37][OH:36])[CH:30]=1)[CH:15]=2)[C:7]([OH:9])=[O:8])([CH3:2])[CH3:3]. (3) The product is: [CH3:1][O:2][C:3]1[CH:4]=[CH:5][C:6]([CH2:7][N:8]2[C:16]3[C:11](=[CH:12][C:13]([NH2:17])=[CH:14][CH:15]=3)[C:10]([CH3:20])=[N:9]2)=[CH:21][CH:22]=1. Given the reactants [CH3:1][O:2][C:3]1[CH:22]=[CH:21][C:6]([CH2:7][N:8]2[C:16]3[C:11](=[CH:12][C:13]([N+:17]([O-])=O)=[CH:14][CH:15]=3)[C:10]([CH3:20])=[N:9]2)=[CH:5][CH:4]=1.CCOC(C)=O, predict the reaction product. (4) Given the reactants Cl[C:2]1[C:3]2[C:4](=[CH:13][N:14](CC3C=CC(OC)=CC=3)[N:15]=2)[N:5]=[C:6]([C:8]2[S:9][CH:10]=[CH:11][CH:12]=2)[N:7]=1.[NH2:25][C:26]1[CH:31]=[CH:30][C:29]([C:32]([N:34]2[CH2:39][CH2:38][O:37][CH2:36][CH2:35]2)=[O:33])=[CH:28][CH:27]=1.Cl, predict the reaction product. The product is: [O:37]1[CH2:36][CH2:35][N:34]([C:32]([C:29]2[CH:30]=[CH:31][C:26]([NH:25][C:2]3[C:3]4[NH:15][N:14]=[CH:13][C:4]=4[N:5]=[C:6]([C:8]4[S:9][CH:10]=[CH:11][CH:12]=4)[N:7]=3)=[CH:27][CH:28]=2)=[O:33])[CH2:39][CH2:38]1. (5) Given the reactants [OH:1][CH2:2][CH2:3][N:4]([CH2:29][CH2:30][OH:31])[C:5]1[CH:6]=[CH:7][C:8]([N:15]=[N:16][C:17]2[C:22](Br)=[CH:21][C:20]([CH2:24][CH2:25][CH2:26][CH3:27])=[CH:19][C:18]=2Br)=[C:9]([NH:11][C:12](=[O:14])[CH3:13])[CH:10]=1.[Cu][C:33]#[N:34].O.[CH3:36][N:37](C)C=O, predict the reaction product. The product is: [OH:1][CH2:2][CH2:3][N:4]([CH2:29][CH2:30][OH:31])[C:5]1[CH:6]=[CH:7][C:8]([N:15]=[N:16][C:17]2[C:22]([C:36]#[N:37])=[CH:21][C:20]([CH2:24][CH2:25][CH2:26][CH3:27])=[CH:19][C:18]=2[C:33]#[N:34])=[C:9]([NH:11][C:12](=[O:14])[CH3:13])[CH:10]=1. (6) Given the reactants [Br:1][C:2]1[CH:10]=[C:6]([C:7]([NH2:9])=[O:8])[C:5]([NH2:11])=[CH:4][CH:3]=1.[CH:12](=O)[C:13]1[CH:18]=[CH:17][CH:16]=[CH:15][CH:14]=1.S(S([O-])=O)([O-])(=O)=O.[Na+].[Na+].O, predict the reaction product. The product is: [Br:1][C:2]1[CH:10]=[C:6]2[C:5](=[CH:4][CH:3]=1)[N:11]=[C:12]([C:13]1[CH:18]=[CH:17][CH:16]=[CH:15][CH:14]=1)[NH:9][C:7]2=[O:8].